Dataset: Reaction yield outcomes from USPTO patents with 853,638 reactions. Task: Predict the reaction yield, written as a fraction of the theoretical maximum amount of product (1.0 means a 100% yield; for example, 0.34 means a 34% yield). The reactants are [CH2:1]([O:3][C:4](=[O:17])[C:5]([CH3:16])([CH2:11][CH:12]=[C:13]([CH3:15])[CH3:14])[C:6]([O:8][CH2:9][CH3:10])=[O:7])[CH3:2]. The catalyst is [Pd].C(OCC)(=O)C. The product is [CH2:1]([O:3][C:4](=[O:17])[C:5]([CH3:16])([CH2:11][CH2:12][CH:13]([CH3:15])[CH3:14])[C:6]([O:8][CH2:9][CH3:10])=[O:7])[CH3:2]. The yield is 0.980.